Dataset: Reaction yield outcomes from USPTO patents with 853,638 reactions. Task: Predict the reaction yield, written as a fraction of the theoretical maximum amount of product (1.0 means a 100% yield; for example, 0.34 means a 34% yield). (1) The reactants are [CH3:1][O:2][C:3]1[CH:18]=[CH:17][C:6]2[CH:7]3[C:14]4([CH2:15][CH2:16][C:5]=2[CH:4]=1)[CH:10]([CH2:11][NH:12][CH2:13]4)[CH2:9][CH2:8]3.C=O.[BH3-][C:22]#N.[Na+]. The catalyst is CO. The product is [CH3:1][O:2][C:3]1[CH:18]=[CH:17][C:6]2[CH:7]3[C:14]4([CH2:15][CH2:16][C:5]=2[CH:4]=1)[CH:10]([CH2:11][N:12]([CH3:22])[CH2:13]4)[CH2:9][CH2:8]3. The yield is 0.989. (2) The reactants are [NH2:1][C:2]1[CH:10]=[CH:9][C:8]([Cl:11])=[CH:7][C:3]=1[C:4]([OH:6])=O.O=S(Cl)Cl.[Cl:16][C:17]1[CH:23]=[CH:22][CH:21]=[CH:20][C:18]=1[NH2:19].C(Cl)(Cl)Cl. The catalyst is C1C=CC=CC=1. The product is [NH2:1][C:2]1[CH:10]=[CH:9][C:8]([Cl:11])=[CH:7][C:3]=1[C:4]([NH:19][C:18]1[CH:20]=[CH:21][CH:22]=[CH:23][C:17]=1[Cl:16])=[O:6]. The yield is 0.520.